This data is from Reaction yield outcomes from USPTO patents with 853,638 reactions. The task is: Predict the reaction yield, written as a fraction of the theoretical maximum amount of product (1.0 means a 100% yield; for example, 0.34 means a 34% yield). (1) The reactants are [N:1]([CH2:4][C:5]([O:7][CH2:8][CH3:9])=[O:6])=[C:2]=[O:3].Cl.[NH2:11][C@@H:12]([CH2:17][NH:18][C:19]([O:21][C:22]([CH3:25])([CH3:24])[CH3:23])=[O:20])[C:13]([O:15][CH3:16])=[O:14]. The catalyst is O1CCCC1. The product is [CH2:8]([O:7][C:5]([CH2:4][NH:1][C:2]([NH:11][C@@H:12]([CH2:17][NH:18][C:19]([O:21][C:22]([CH3:25])([CH3:24])[CH3:23])=[O:20])[C:13]([O:15][CH3:16])=[O:14])=[O:3])=[O:6])[CH3:9]. The yield is 0.850. (2) The reactants are [F:1][C:2]1[CH:3]=[C:4]([C:20]2[C:21]([C:26]#[N:27])=[CH:22][CH:23]=[CH:24][CH:25]=2)[CH:5]=[CH:6][C:7]=1[CH2:8][C:9]1[C:14](=[O:15])[NH:13][C:12]([CH3:16])=[N:11][C:10]=1[CH2:17][CH2:18][CH3:19].[CH3:28][O:29][C:30]1[CH:35]=[CH:34][C:33](B(O)O)=[CH:32][CH:31]=1.C(N(CC)CC)C.N1C=CC=CC=1. The catalyst is C(Cl)Cl.C(OCC)(=O)C.C([O-])(=O)C.[Cu+2].C([O-])(=O)C. The product is [F:1][C:2]1[CH:3]=[C:4]([C:20]2[C:21]([C:26]#[N:27])=[CH:22][CH:23]=[CH:24][CH:25]=2)[CH:5]=[CH:6][C:7]=1[CH2:8][C:9]1[C:14](=[O:15])[N:13]([C:33]2[CH:34]=[CH:35][C:30]([O:29][CH3:28])=[CH:31][CH:32]=2)[C:12]([CH3:16])=[N:11][C:10]=1[CH2:17][CH2:18][CH3:19]. The yield is 0.910. (3) The reactants are FC1C=CC(C2C=NC(N3CCN(S(C[C@H](C(C)C)[C:25]([OH:27])=[O:26])(=O)=O)CC3)=NC=2)=CC=1.C([C@@H]1COC(=O)N1C(=O)[C@H:45]([CH2:49][S:50]([N:53]1[CH2:58][CH2:57][N:56]([C:59]2[CH:64]=[CH:63][C:62]([C:65]3[CH:70]=[CH:69][C:68]([Cl:71])=[CH:67][CH:66]=3)=[CH:61][N:60]=2)[CH2:55][CH2:54]1)(=[O:52])=[O:51])[CH:46]([CH3:48])[CH3:47])C1C=CC=CC=1. No catalyst specified. The product is [Cl:71][C:68]1[CH:69]=[CH:70][C:65]([C:62]2[CH:63]=[CH:64][C:59]([N:56]3[CH2:55][CH2:54][N:53]([S:50]([CH2:49][C@H:45]([CH:46]([CH3:47])[CH3:48])[C:25]([OH:27])=[O:26])(=[O:51])=[O:52])[CH2:58][CH2:57]3)=[N:60][CH:61]=2)=[CH:66][CH:67]=1. The yield is 0.330. (4) The reactants are Cl.[NH2:2][CH2:3][CH2:4][SH:5].[OH-:6].[K+].[C:8](OC(=O)C)(=[O:10])[CH3:9].N[CH2:16][CH2:17]S.Cl.[Na+].[Cl-]. The catalyst is O. The product is [C:8]([NH:2][CH2:3][CH2:4][S:5][C:16](=[O:6])[CH3:17])(=[O:10])[CH3:9]. The yield is 0.970. (5) The reactants are [F:1][CH:2]1[CH2:5][N:4]([C:6]([C@H:8]([NH:12][C:13]([C:15]2[C:23]3[C:18](=[N:19][CH:20]=[C:21]([C:24]4[C:32]5[C:27](=[CH:28][C:29]([F:33])=[CH:30][CH:31]=5)[N:26]([CH3:34])[N:25]=4)[N:22]=3)[N:17](COCC[Si](C)(C)C)[CH:16]=2)=[O:14])[CH2:9][CH2:10][CH3:11])=[O:7])[CH2:3]1.FC(F)(F)C(O)=O.C(N)CN. The catalyst is ClCCl. The product is [F:1][CH:2]1[CH2:5][N:4]([C:6]([C@H:8]([NH:12][C:13]([C:15]2[C:23]3[C:18](=[N:19][CH:20]=[C:21]([C:24]4[C:32]5[C:27](=[CH:28][C:29]([F:33])=[CH:30][CH:31]=5)[N:26]([CH3:34])[N:25]=4)[N:22]=3)[NH:17][CH:16]=2)=[O:14])[CH2:9][CH2:10][CH3:11])=[O:7])[CH2:3]1. The yield is 0.500. (6) The reactants are Br[C:2]1[CH:15]=[CH:14][C:5]([O:6][Si](C(C)(C)C)(C)C)=[CH:4][CH:3]=1.[CH3:16][C:17]1([CH3:33])[C:21]([CH3:23])([CH3:22])[O:20][B:19]([B:19]2[O:20][C:21]([CH3:23])([CH3:22])[C:17]([CH3:33])([CH3:16])[O:18]2)[O:18]1.CC([O-])=O.[K+]. The catalyst is O1CCOCC1.CS(C)=O.C1C=CC(P(C2C=CC=CC=2)[C-]2C=CC=C2)=CC=1.C1C=CC(P(C2C=CC=CC=2)[C-]2C=CC=C2)=CC=1.Cl[Pd]Cl.[Fe+2].C(Cl)Cl. The product is [CH3:16][C:17]1([CH3:33])[C:21]([CH3:23])([CH3:22])[O:20][B:19]([C:2]2[CH:3]=[CH:4][C:5]([OH:6])=[CH:14][CH:15]=2)[O:18]1. The yield is 0.950. (7) The reactants are [CH2:1]([Zn]CC)C.ClCI.[Si:9]([O:16][C:17](=[CH2:55])[CH2:18][O:19][C@H:20]1[CH2:25][CH2:24][C@H:23]([N:26]2[C:31](=[O:32])[C:30]([CH2:33][C:34]3[CH:39]=[CH:38][C:37]([C:40]4[C:41]([C:46]#[N:47])=[CH:42][CH:43]=[CH:44][CH:45]=4)=[CH:36][CH:35]=3)=[C:29]([CH2:48][CH2:49][CH3:50])[N:28]3[N:51]=[C:52]([CH3:54])[N:53]=[C:27]23)[CH2:22][CH2:21]1)([C:12]([CH3:15])([CH3:14])[CH3:13])([CH3:11])[CH3:10].[Cl-].[NH4+]. The catalyst is C(Cl)Cl. The product is [Si:9]([O:16][C:17]1([CH2:18][O:19][C@H:20]2[CH2:21][CH2:22][C@H:23]([N:26]3[C:31](=[O:32])[C:30]([CH2:33][C:34]4[CH:39]=[CH:38][C:37]([C:40]5[C:41]([C:46]#[N:47])=[CH:42][CH:43]=[CH:44][CH:45]=5)=[CH:36][CH:35]=4)=[C:29]([CH2:48][CH2:49][CH3:50])[N:28]4[N:51]=[C:52]([CH3:54])[N:53]=[C:27]34)[CH2:24][CH2:25]2)[CH2:1][CH2:55]1)([C:12]([CH3:14])([CH3:15])[CH3:13])([CH3:11])[CH3:10]. The yield is 0.520. (8) The reactants are Br[C:2]1[CH:7]=[CH:6][C:5]([S:8][CH3:9])=[CH:4][C:3]=1[CH3:10].[Li]C(C)(C)C.[B:16](OC)([O:19]C)[O:17]C.Cl. The catalyst is C(OCC)C. The product is [CH3:10][C:3]1[CH:4]=[C:5]([S:8][CH3:9])[CH:6]=[CH:7][C:2]=1[B:16]([OH:19])[OH:17]. The yield is 0.520. (9) The yield is 0.770. The product is [F:15][C:10]1[CH:11]=[CH:12][CH:13]=[CH:14][C:9]=1[CH2:8][CH:7]([OH:6])[CH3:16]. The reactants are C(N(C(C)C)C(=O)[O:6][CH:7]([CH3:16])[CH2:8][C:9]1[CH:14]=[CH:13][CH:12]=[CH:11][C:10]=1[F:15])(C)C.[H-].C([Al+]CC(C)C)C(C)C.S([O-])([O-])(=O)=O.[Na+].[Na+]. The catalyst is C1COCC1. (10) The reactants are [CH3:1][O:2][C:3]1[CH:11]=[C:10]([CH3:12])[CH:9]=[CH:8][C:4]=1[C:5](O)=O.CCN=C=NCCCN(C)C.[NH2:24][NH:25][C:26]([NH2:28])=[S:27]. The catalyst is N1C=CC=CC=1. The product is [CH3:1][O:2][C:3]1[CH:11]=[C:10]([CH3:12])[CH:9]=[CH:8][C:4]=1[C:5]1[NH:28][C:26](=[S:27])[NH:25][N:24]=1. The yield is 0.470.